Regression. Given a peptide amino acid sequence and an MHC pseudo amino acid sequence, predict their binding affinity value. This is MHC class II binding data. From a dataset of Peptide-MHC class II binding affinity with 134,281 pairs from IEDB. (1) The peptide sequence is KRVPMALQHFGWEVM. The MHC is HLA-DQA10201-DQB10402 with pseudo-sequence HLA-DQA10201-DQB10402. The binding affinity (normalized) is 0.372. (2) The peptide sequence is KEAIEERVERIKSEY. The MHC is HLA-DQA10102-DQB10501 with pseudo-sequence HLA-DQA10102-DQB10501. The binding affinity (normalized) is 0. (3) The peptide sequence is NNVVQALTSLGLLYT. The MHC is DRB1_0401 with pseudo-sequence DRB1_0401. The binding affinity (normalized) is 0.460. (4) The peptide sequence is GELQIVDKITAAFKI. The MHC is DRB1_0401 with pseudo-sequence DRB1_0401. The binding affinity (normalized) is 0.593. (5) The MHC is HLA-DQA10501-DQB10201 with pseudo-sequence HLA-DQA10501-DQB10201. The binding affinity (normalized) is 0.419. The peptide sequence is REALAQTHSAIAVII. (6) The binding affinity (normalized) is 0.450. The MHC is HLA-DPA10103-DPB10301 with pseudo-sequence HLA-DPA10103-DPB10301. The peptide sequence is VATLSEALRIIAGTLEVHAV. (7) The peptide sequence is EKKYFAATQFEPFAA. The MHC is DRB1_1001 with pseudo-sequence DRB1_1001. The binding affinity (normalized) is 0.668. (8) The peptide sequence is YTKKEAFNVENGNAT. The MHC is DRB1_1201 with pseudo-sequence DRB1_1201. The binding affinity (normalized) is 0.145.